This data is from NCI-60 drug combinations with 297,098 pairs across 59 cell lines. The task is: Regression. Given two drug SMILES strings and cell line genomic features, predict the synergy score measuring deviation from expected non-interaction effect. (1) Drug 1: C1CC(=O)NC(=O)C1N2C(=O)C3=CC=CC=C3C2=O. Drug 2: CC1=C(C(=O)C2=C(C1=O)N3CC4C(C3(C2COC(=O)N)OC)N4)N. Cell line: OVCAR-5. Synergy scores: CSS=40.0, Synergy_ZIP=-12.0, Synergy_Bliss=0.744, Synergy_Loewe=-5.52, Synergy_HSA=4.73. (2) Drug 1: CC12CCC3C(C1CCC2=O)CC(=C)C4=CC(=O)C=CC34C. Drug 2: COC1=CC(=CC(=C1O)OC)C2C3C(COC3=O)C(C4=CC5=C(C=C24)OCO5)OC6C(C(C7C(O6)COC(O7)C8=CC=CS8)O)O. Cell line: 786-0. Synergy scores: CSS=61.2, Synergy_ZIP=-1.16, Synergy_Bliss=-3.24, Synergy_Loewe=-8.99, Synergy_HSA=-1.25. (3) Drug 1: CC1=C2C(C(=O)C3(C(CC4C(C3C(C(C2(C)C)(CC1OC(=O)C(C(C5=CC=CC=C5)NC(=O)OC(C)(C)C)O)O)OC(=O)C6=CC=CC=C6)(CO4)OC(=O)C)OC)C)OC. Drug 2: CNC(=O)C1=CC=CC=C1SC2=CC3=C(C=C2)C(=NN3)C=CC4=CC=CC=N4. Cell line: BT-549. Synergy scores: CSS=33.9, Synergy_ZIP=-0.235, Synergy_Bliss=-4.79, Synergy_Loewe=-35.6, Synergy_HSA=-5.60. (4) Cell line: A549. Synergy scores: CSS=-4.70, Synergy_ZIP=1.69, Synergy_Bliss=-1.69, Synergy_Loewe=-4.77, Synergy_HSA=-4.49. Drug 1: CN1C(=O)N2C=NC(=C2N=N1)C(=O)N. Drug 2: CNC(=O)C1=NC=CC(=C1)OC2=CC=C(C=C2)NC(=O)NC3=CC(=C(C=C3)Cl)C(F)(F)F. (5) Drug 1: C1=NC2=C(N=C(N=C2N1C3C(C(C(O3)CO)O)O)F)N. Drug 2: CC1=C(C=C(C=C1)NC(=O)C2=CC=C(C=C2)CN3CCN(CC3)C)NC4=NC=CC(=N4)C5=CN=CC=C5. Cell line: UACC-257. Synergy scores: CSS=2.51, Synergy_ZIP=4.76, Synergy_Bliss=-0.951, Synergy_Loewe=0.0728, Synergy_HSA=-0.676. (6) Drug 1: CCCS(=O)(=O)NC1=C(C(=C(C=C1)F)C(=O)C2=CNC3=C2C=C(C=N3)C4=CC=C(C=C4)Cl)F. Drug 2: C1=CC(=CC=C1CC(C(=O)O)N)N(CCCl)CCCl.Cl. Cell line: MDA-MB-435. Synergy scores: CSS=24.0, Synergy_ZIP=2.46, Synergy_Bliss=3.32, Synergy_Loewe=-24.7, Synergy_HSA=-1.14. (7) Drug 1: CN1CCC(CC1)COC2=C(C=C3C(=C2)N=CN=C3NC4=C(C=C(C=C4)Br)F)OC. Drug 2: C1=C(C(=O)NC(=O)N1)N(CCCl)CCCl. Cell line: NCI-H322M. Synergy scores: CSS=13.9, Synergy_ZIP=-1.51, Synergy_Bliss=-3.41, Synergy_Loewe=-42.3, Synergy_HSA=-4.64. (8) Drug 1: C1=NC2=C(N=C(N=C2N1C3C(C(C(O3)CO)O)F)Cl)N. Drug 2: C1=CN(C=N1)CC(O)(P(=O)(O)O)P(=O)(O)O. Cell line: SW-620. Synergy scores: CSS=5.42, Synergy_ZIP=0.114, Synergy_Bliss=2.64, Synergy_Loewe=-1.11, Synergy_HSA=1.61. (9) Drug 1: CC1=CC=C(C=C1)C2=CC(=NN2C3=CC=C(C=C3)S(=O)(=O)N)C(F)(F)F. Drug 2: CCC1(CC2CC(C3=C(CCN(C2)C1)C4=CC=CC=C4N3)(C5=C(C=C6C(=C5)C78CCN9C7C(C=CC9)(C(C(C8N6C)(C(=O)OC)O)OC(=O)C)CC)OC)C(=O)OC)O.OS(=O)(=O)O. Cell line: UO-31. Synergy scores: CSS=-0.885, Synergy_ZIP=0.673, Synergy_Bliss=-0.796, Synergy_Loewe=-2.01, Synergy_HSA=-2.33. (10) Drug 1: C1=CC(=CC=C1CCC2=CNC3=C2C(=O)NC(=N3)N)C(=O)NC(CCC(=O)O)C(=O)O. Drug 2: CN(CC1=CN=C2C(=N1)C(=NC(=N2)N)N)C3=CC=C(C=C3)C(=O)NC(CCC(=O)O)C(=O)O. Cell line: UACC-257. Synergy scores: CSS=6.10, Synergy_ZIP=-1.80, Synergy_Bliss=3.53, Synergy_Loewe=-1.01, Synergy_HSA=1.86.